From a dataset of Catalyst prediction with 721,799 reactions and 888 catalyst types from USPTO. Predict which catalyst facilitates the given reaction. Reactant: [OH:1][C:2]1[C:9]([O:10]C)=[CH:8][C:5]([C:6]#[N:7])=[C:4]([CH2:12][CH2:13][CH2:14][OH:15])[C:3]=1[C:16]#[N:17].B(Br)(Br)Br.S([O-])([O-])=O.[Na+].[Na+]. Product: [OH:1][C:2]1[C:9]([OH:10])=[CH:8][C:5]([C:6]#[N:7])=[C:4]([CH2:12][CH2:13][CH2:14][OH:15])[C:3]=1[C:16]#[N:17]. The catalyst class is: 2.